Dataset: Forward reaction prediction with 1.9M reactions from USPTO patents (1976-2016). Task: Predict the product of the given reaction. (1) Given the reactants [OH-:1].[Li+].[CH3:3][O:4][C:5]1[N:10]=[C:9]([C:11]#N)[CH:8]=[CH:7][C:6]=1[N:13]1[CH:17]=[C:16]([CH3:18])[N:15]=[CH:14]1.[OH2:19], predict the reaction product. The product is: [CH3:3][O:4][C:5]1[N:10]=[C:9]([C:11]([OH:19])=[O:1])[CH:8]=[CH:7][C:6]=1[N:13]1[CH:17]=[C:16]([CH3:18])[N:15]=[CH:14]1. (2) Given the reactants [NH2:1][C:2]1[C:3]2[C:10]([C:11]3[CH:16]=[CH:15][CH:14]=[C:13]([O:17][CH2:18][CH:19]4[CH2:23][CH2:22][C:21]([CH3:25])([CH3:24])[O:20]4)[CH:12]=3)=[CH:9][N:8]([C@@H:26]3[CH2:29][C@H:28]([CH2:30]O)[CH2:27]3)[C:4]=2[N:5]=[CH:6][N:7]=1.[NH:32]1[CH2:39][CH2:38][CH2:37][C@H:33]1[C:34]([NH2:36])=[O:35], predict the reaction product. The product is: [NH2:1][C:2]1[C:3]2[C:10]([C:11]3[CH:16]=[CH:15][CH:14]=[C:13]([O:17][CH2:18][CH:19]4[CH2:23][CH2:22][C:21]([CH3:25])([CH3:24])[O:20]4)[CH:12]=3)=[CH:9][N:8]([C@@H:26]3[CH2:27][C@H:28]([CH2:30][N:32]4[CH2:39][CH2:38][CH2:37][C@H:33]4[C:34]([NH2:36])=[O:35])[CH2:29]3)[C:4]=2[N:5]=[CH:6][N:7]=1. (3) Given the reactants [Br:1][C:2]1[CH:3]=[CH:4][C:5]([O:11][CH3:12])=[C:6]([C:8](=O)[CH3:9])[CH:7]=1.[C:13]1([NH:19]N)[CH:18]=[CH:17][CH:16]=[CH:15][CH:14]=1, predict the reaction product. The product is: [Br:1][C:2]1[CH:3]=[CH:4][C:5]([O:11][CH3:12])=[C:6]([C:8]2[NH:19][C:13]3[C:18]([CH:9]=2)=[CH:17][CH:16]=[CH:15][CH:14]=3)[CH:7]=1. (4) Given the reactants [OH:1][C@@:2]1([C:13]2[S:14][C:15]([C:18]3[CH:23]=[C:22]([NH:24][C:25]4[N:30]=[C:29]([C:31]([F:34])([F:33])[F:32])[CH:28]=[CH:27][N:26]=4)[CH:21]=[C:20]([CH3:35])[CH:19]=3)=[CH:16][N:17]=2)[CH2:7][CH2:6][C@@H:5]([C:8]([OH:10])=[O:9])[C:4]([CH3:12])([CH3:11])[CH2:3]1.S(=O)(=O)(O)O.[CH2:41](O)[CH3:42], predict the reaction product. The product is: [OH:1][C@@:2]1([C:13]2[S:14][C:15]([C:18]3[CH:23]=[C:22]([NH:24][C:25]4[N:30]=[C:29]([C:31]([F:33])([F:34])[F:32])[CH:28]=[CH:27][N:26]=4)[CH:21]=[C:20]([CH3:35])[CH:19]=3)=[CH:16][N:17]=2)[CH2:7][CH2:6][C@@H:5]([C:8]([O:10][CH2:41][CH3:42])=[O:9])[C:4]([CH3:11])([CH3:12])[CH2:3]1. (5) Given the reactants [CH3:1][O:2][C:3](=[O:13])[C:4]1[CH:9]=[C:8]([F:10])[CH:7]=[C:6]([CH2:11]Br)[CH:5]=1.[C-:14]#[N:15].[K+].C1OCCOCCOCCOCCOCCOC1, predict the reaction product. The product is: [CH3:1][O:2][C:3](=[O:13])[C:4]1[CH:9]=[C:8]([F:10])[CH:7]=[C:6]([CH2:11][C:14]#[N:15])[CH:5]=1. (6) Given the reactants OC[N:3]1[C:7]2[N:8]=[CH:9][C:10]3[N:11]([C:12]([CH2:15][CH2:16][CH2:17][NH:18][C:19](=[O:21])[CH3:20])=[N:13][CH:14]=3)[C:6]=2[CH:5]=[C:4]1[C:22]1[C:30]2[C:25](=[CH:26][CH:27]=[C:28]([O:31][CH3:32])[CH:29]=2)[N:24]([CH3:33])[CH:23]=1.[NH4+].[OH-], predict the reaction product. The product is: [CH3:32][O:31][C:28]1[CH:29]=[C:30]2[C:25](=[CH:26][CH:27]=1)[N:24]([CH3:33])[CH:23]=[C:22]2[C:4]1[NH:3][C:7]2[N:8]=[CH:9][C:10]3[N:11]([C:12]([CH2:15][CH2:16][CH2:17][NH:18][C:19](=[O:21])[CH3:20])=[N:13][CH:14]=3)[C:6]=2[CH:5]=1. (7) Given the reactants [CH3:1][NH:2][C:3]([C:5]1[C:14]2[C:9](=[CH:10][CH:11]=[CH:12][CH:13]=2)[N:8]([CH2:15][CH2:16][N:17]2[CH2:22][CH2:21][CH:20]([NH:23][CH2:24][C:25]3[CH:29]=[C:28]([C:30]4[S:31][CH:32]=[CH:33][CH:34]=4)[O:27][N:26]=3)[CH2:19][CH2:18]2)[C:7](=[O:35])[CH:6]=1)=[O:4].[ClH:36].C(OCC)(=O)C, predict the reaction product. The product is: [ClH:36].[CH3:1][NH:2][C:3]([C:5]1[C:14]2[C:9](=[CH:10][CH:11]=[CH:12][CH:13]=2)[N:8]([CH2:15][CH2:16][N:17]2[CH2:22][CH2:21][CH:20]([NH:23][CH2:24][C:25]3[CH:29]=[C:28]([C:30]4[S:31][CH:32]=[CH:33][CH:34]=4)[O:27][N:26]=3)[CH2:19][CH2:18]2)[C:7](=[O:35])[CH:6]=1)=[O:4]. (8) Given the reactants [F:1][C:2]1[C:7]([OH:8])=[CH:6][N:5]=[C:4]2[NH:9][CH:10]=[CH:11][C:3]=12.[CH:12]([O-:14])=O.[NH4+:15].C[N:17]([CH:19]=O)[CH3:18], predict the reaction product. The product is: [F:1][C:2]1[C:7]([O:8][C:18]2[C:4]3=[C:3]([CH3:2])[C:12]([OH:14])=[CH:6][N:5]3[N:15]=[CH:19][N:17]=2)=[CH:6][N:5]=[C:4]2[NH:9][CH:10]=[CH:11][C:3]=12. (9) Given the reactants O=[C:2]1[C:8]2[CH:9]=[CH:10][CH:11]=[CH:12][C:7]=2[O:6][CH2:5][CH2:4][CH:3]1[C:13]([O:15]CC)=O.C(O)(=O)C.[CH:22]([NH2:24])=[NH:23].C(OCC)(=O)C.Cl, predict the reaction product. The product is: [N:23]1[C:2]2[C:8]3[CH:9]=[CH:10][CH:11]=[CH:12][C:7]=3[O:6][CH2:5][CH2:4][C:3]=2[C:13]([OH:15])=[N:24][CH:22]=1. (10) Given the reactants C(OC(=O)[NH:7][C@H:8]([C:10]1[N:14]([CH:15]2[CH2:20][CH2:19][CH2:18][CH2:17][CH2:16]2)[C:13]2[CH:21]=[C:22]([F:25])[CH:23]=[CH:24][C:12]=2[N:11]=1)[CH3:9])(C)(C)C.C(O)(C(F)(F)F)=O, predict the reaction product. The product is: [CH:15]1([N:14]2[C:13]3[CH:21]=[C:22]([F:25])[CH:23]=[CH:24][C:12]=3[N:11]=[C:10]2[C@@H:8]([NH2:7])[CH3:9])[CH2:16][CH2:17][CH2:18][CH2:19][CH2:20]1.